This data is from Reaction yield outcomes from USPTO patents with 853,638 reactions. The task is: Predict the reaction yield, written as a fraction of the theoretical maximum amount of product (1.0 means a 100% yield; for example, 0.34 means a 34% yield). The reactants are Cl[C:2]1[C:3](=[O:8])[NH:4][CH2:5][CH2:6][CH:7]=1.[NH:9]1[CH2:14][CH2:13][O:12][CH2:11][CH2:10]1.C(N(CC)CC)C. The catalyst is C1COCC1. The product is [N:9]1([C:2]2[C:3](=[O:8])[NH:4][CH2:5][CH2:6][CH:7]=2)[CH2:14][CH2:13][O:12][CH2:11][CH2:10]1. The yield is 0.430.